Predict the product of the given reaction. From a dataset of Forward reaction prediction with 1.9M reactions from USPTO patents (1976-2016). (1) Given the reactants [Cl:1][C:2]1[CH:3]=[C:4]2[C:10]([C:11]3[N:16]=[C:15]4[N:17]([CH2:20][C:21]([NH:23][CH2:24][C:25]([F:28])([F:27])[F:26])=[O:22])[CH:18]=[CH:19][C:14]4=[N:13][CH:12]=3)=[CH:9][N:8](S(C3C=CC(C)=CC=3)(=O)=O)[C:5]2=[N:6][CH:7]=1.[OH-].[Na+].Cl, predict the reaction product. The product is: [Cl:1][C:2]1[CH:3]=[C:4]2[C:10]([C:11]3[N:16]=[C:15]4[N:17]([CH2:20][C:21]([NH:23][CH2:24][C:25]([F:28])([F:26])[F:27])=[O:22])[CH:18]=[CH:19][C:14]4=[N:13][CH:12]=3)=[CH:9][NH:8][C:5]2=[N:6][CH:7]=1. (2) Given the reactants Cl.[C:2]([NH:6][NH2:7])([CH3:5])([CH3:4])[CH3:3].CN([CH:11]=[C:12]([C:18](=O)[CH3:19])[C:13]([O:15][CH2:16][CH3:17])=[O:14])C, predict the reaction product. The product is: [C:2]([N:6]1[C:18]([CH3:19])=[C:12]([C:13]([O:15][CH2:16][CH3:17])=[O:14])[CH:11]=[N:7]1)([CH3:5])([CH3:4])[CH3:3]. (3) Given the reactants Cl[C:2]1[CH:7]=[CH:6][C:5]([Br:8])=[CH:4][N:3]=1.[F:9][C:10]1[CH:18]=[CH:17][CH:16]=[C:15]([F:19])[C:11]=1[C:12]([NH2:14])=[O:13].P([O-])([O-])([O-])=O.[K+].[K+].[K+].CN(C)CCN, predict the reaction product. The product is: [Br:8][C:5]1[CH:6]=[CH:7][C:2]([NH:14][C:12](=[O:13])[C:11]2[C:10]([F:9])=[CH:18][CH:17]=[CH:16][C:15]=2[F:19])=[N:3][CH:4]=1. (4) Given the reactants [SH:1][C:2]1[CH:7]=[CH:6][CH:5]=[CH:4][N:3]=1.Br[CH2:9][C:10]([C:12]1([C:16]2[CH:21]=[CH:20][C:19]([Cl:22])=[CH:18][CH:17]=2)[CH2:15][CH2:14][CH2:13]1)=[O:11].CCN(CC)CC, predict the reaction product. The product is: [Cl:22][C:19]1[CH:18]=[CH:17][C:16]([C:12]2([C:10](=[O:11])[CH2:9][S:1][C:2]3[CH:7]=[CH:6][CH:5]=[CH:4][N:3]=3)[CH2:15][CH2:14][CH2:13]2)=[CH:21][CH:20]=1. (5) Given the reactants [CH2:1]([CH:8]1[CH2:12][CH2:11][CH2:10][N:9]1[CH2:13][CH2:14][CH3:15])[C:2]1[CH:7]=[CH:6][CH:5]=[CH:4][CH:3]=1.OS(O)(=O)=O.[N+:21]([O-])([OH:23])=[O:22].O, predict the reaction product. The product is: [N+:21]([C:5]1[CH:6]=[CH:7][C:2]([CH2:1][CH:8]2[CH2:12][CH2:11][CH2:10][N:9]2[CH2:13][CH2:14][CH3:15])=[CH:3][CH:4]=1)([O-:23])=[O:22]. (6) Given the reactants [CH3:1][O:2][C:3](=[O:26])[CH2:4][C:5]1[C:14]([C:15]#[C:16][Si](C)(C)C)=[C:13]([O:21][C:22](=[O:24])[CH3:23])[C:12]2[C:7](=[CH:8][CH:9]=[C:10]([F:25])[CH:11]=2)[CH:6]=1.[F-].[K+], predict the reaction product. The product is: [CH3:1][O:2][C:3](=[O:26])[CH2:4][C:5]1[C:14]([C:15]#[CH:16])=[C:13]([O:21][C:22](=[O:24])[CH3:23])[C:12]2[C:7](=[CH:8][CH:9]=[C:10]([F:25])[CH:11]=2)[CH:6]=1. (7) Given the reactants [C:1]([O:5][C:6](=[O:35])[NH:7][C:8]1[CH:9]=[C:10]2[CH:16]=[C:15]([C:17]([C:25]3[CH:30]=[CH:29][C:28]([S:31]([CH3:34])(=[O:33])=[O:32])=[CH:27][CH:26]=3)=[CH:18][CH:19]3[CH2:24][CH2:23][O:22][CH2:21][CH2:20]3)[NH:14][C:11]2=[N:12][CH:13]=1)([CH3:4])([CH3:3])[CH3:2], predict the reaction product. The product is: [C:1]([O:5][C:6](=[O:35])[NH:7][C:8]1[CH:9]=[C:10]2[CH:16]=[C:15]([CH:17]([C:25]3[CH:26]=[CH:27][C:28]([S:31]([CH3:34])(=[O:33])=[O:32])=[CH:29][CH:30]=3)[CH2:18][CH:19]3[CH2:20][CH2:21][O:22][CH2:23][CH2:24]3)[NH:14][C:11]2=[N:12][CH:13]=1)([CH3:3])([CH3:4])[CH3:2].